From a dataset of Full USPTO retrosynthesis dataset with 1.9M reactions from patents (1976-2016). Predict the reactants needed to synthesize the given product. (1) The reactants are: C(OC(=O)[NH:7][CH:8]1[CH2:13][CH2:12][N:11]([CH2:14][C:15]2[CH:19]=[CH:18][N:17]([C:20]3[CH:25]=[CH:24][C:23]([C:26]([F:29])([F:28])[F:27])=[CH:22][CH:21]=3)[CH:16]=2)[CH2:10][CH2:9]1)(C)(C)C.CCOCC.[ClH:36]. Given the product [ClH:36].[ClH:36].[F:29][C:26]([F:27])([F:28])[C:23]1[CH:24]=[CH:25][C:20]([N:17]2[CH:18]=[CH:19][C:15]([CH2:14][N:11]3[CH2:12][CH2:13][CH:8]([NH2:7])[CH2:9][CH2:10]3)=[CH:16]2)=[CH:21][CH:22]=1, predict the reactants needed to synthesize it. (2) The reactants are: [O:1]=[C:2]1[N:6]([C:7]2[CH:8]=[CH:9][C:10]3[C:16](=O)[C:15](=[CH:18][C:19]4[CH:24]=[CH:23][N:22]=[CH:21][CH:20]=4)[CH2:14][CH2:13][CH2:12][C:11]=3[CH:25]=2)[CH2:5][C@H:4]([CH2:26][NH:27][C:28](=[O:30])[CH3:29])[O:3]1.[OH:31][CH2:32][CH2:33][NH:34][NH2:35]. Given the product [OH:31][CH2:32][CH2:33][N:34]1[N:35]=[C:16]2[C:15]([CH2:14][CH2:13][CH2:12][C:11]3[CH:25]=[C:7]([N:6]4[CH2:5][C@H:4]([CH2:26][NH:27][C:28](=[O:30])[CH3:29])[O:3][C:2]4=[O:1])[CH:8]=[CH:9][C:10]=32)=[C:18]1[C:19]1[CH:20]=[CH:21][N:22]=[CH:23][CH:24]=1, predict the reactants needed to synthesize it. (3) Given the product [NH2:31][C:5]1[CH:4]=[CH:3][C:2]([Cl:1])=[CH:7][C:6]=1[NH:8][C:9]1[N:17]=[C:16]2[C:12]([NH:13][C:14](=[O:24])[N:15]2[CH:18]2[CH2:23][CH2:22][O:21][CH2:20][CH2:19]2)=[C:11]([C:25]2[CH:26]=[CH:27][N:28]=[CH:29][CH:30]=2)[N:10]=1, predict the reactants needed to synthesize it. The reactants are: [Cl:1][C:2]1[CH:3]=[CH:4][C:5]([N+:31]([O-])=O)=[C:6]([NH:8][C:9]2[N:17]=[C:16]3[C:12]([NH:13][C:14](=[O:24])[N:15]3[CH:18]3[CH2:23][CH2:22][O:21][CH2:20][CH2:19]3)=[C:11]([C:25]3[CH:30]=[CH:29][N:28]=[CH:27][CH:26]=3)[N:10]=2)[CH:7]=1.C(O)(=O)C.O.[OH-].[NH4+]. (4) Given the product [C:29]([C:28]1[CH:31]=[CH:32][C:25]([N:23]2[CH:6]([CH:1]3[CH2:2][CH2:3][CH2:4][CH2:5]3)[CH:7]3[C:8]([C:9]4[CH:10]=[CH:11][C:12]([C:17]([OH:19])=[O:18])=[CH:13][C:14]=4[CH2:15][CH2:16]3)=[N:24]2)=[CH:26][C:27]=1[CH3:33])#[N:30], predict the reactants needed to synthesize it. The reactants are: [CH:1]1([CH:6]=[C:7]2[CH2:16][CH2:15][C:14]3[CH:13]=[C:12]([C:17]([O:19]C)=[O:18])[CH:11]=[CH:10][C:9]=3[C:8]2=O)[CH2:5][CH2:4][CH2:3][CH2:2]1.Cl.[NH:23]([C:25]1[CH:32]=[CH:31][C:28]([C:29]#[N:30])=[C:27]([CH3:33])[CH:26]=1)[NH2:24].C(O)C. (5) Given the product [Si:1]([O:8][CH2:9][C:10]1[CH:18]=[CH:17][CH:16]=[C:15]2[C:11]=1[CH2:12][CH2:13][N:14]2[C:26]([O:28][C:29]([CH3:32])([CH3:31])[CH3:30])=[O:27])([C:4]([CH3:7])([CH3:6])[CH3:5])([CH3:3])[CH3:2], predict the reactants needed to synthesize it. The reactants are: [Si:1]([O:8][CH2:9][C:10]1[CH:18]=[CH:17][CH:16]=[C:15]2[C:11]=1[CH2:12][CH2:13][NH:14]2)([C:4]([CH3:7])([CH3:6])[CH3:5])([CH3:3])[CH3:2].C(N(CC)CC)C.[C:26](O[C:26]([O:28][C:29]([CH3:32])([CH3:31])[CH3:30])=[O:27])([O:28][C:29]([CH3:32])([CH3:31])[CH3:30])=[O:27]. (6) The reactants are: [CH3:1][Mg]Br.[Br:4][C:5]1[CH:12]=[CH:11][C:8]([CH:9]=[O:10])=[CH:7][C:6]=1[F:13]. Given the product [Br:4][C:5]1[CH:12]=[CH:11][C:8]([CH:9]([OH:10])[CH3:1])=[CH:7][C:6]=1[F:13], predict the reactants needed to synthesize it.